This data is from Full USPTO retrosynthesis dataset with 1.9M reactions from patents (1976-2016). The task is: Predict the reactants needed to synthesize the given product. The reactants are: CN(C)[CH2:3][CH2:4][NH:5][C:6]1[S:7][C:8]2[CH:14]=[C:13]([N+:15]([O-:17])=[O:16])[CH:12]=[CH:11][C:9]=2[N:10]=1.C(N)[C:20]1[CH:25]=[CH:24]C=[CH:22][CH:21]=1. Given the product [CH2:4]([NH:5][C:6]1[S:7][C:8]2[CH:14]=[C:13]([N+:15]([O-:17])=[O:16])[CH:12]=[CH:11][C:9]=2[N:10]=1)[C:3]1[CH:24]=[CH:25][CH:20]=[CH:21][CH:22]=1, predict the reactants needed to synthesize it.